This data is from Experimentally validated miRNA-target interactions with 360,000+ pairs, plus equal number of negative samples. The task is: Binary Classification. Given a miRNA mature sequence and a target amino acid sequence, predict their likelihood of interaction. (1) The miRNA is ath-miR156a-5p with sequence UGACAGAAGAGAGUGAGCAC. The protein sequence of the target gene is MKFLAVLLAAGMLAFLGAVICIIASVPLAASPARALPGGADNASVASGAAASPGPQRSLSALHGAGGSAGPPALPGAPAASAHPLPPGPLFSRFLCTPLAAACPSGAQQGDAAGAAPGEREELLLLQSTAEQLRQTALQQEARIRADQDTIRELTGKLGRCESGLPRGLQGAGPRRDTMADGPWDSPALILELEDAVRALRDRIDRLEQELPARVNLSAAPAPVSAVPTGLHSKMDQLEGQLLAQVLALEKERVALSHSSRRQRQEVEKELDVLQGRVAELEHGSSAYSPPDAFKISIPI.... Result: 0 (no interaction). (2) The miRNA is mmu-miR-486b-5p with sequence UCCUGUACUGAGCUGCCCCGAG. The protein sequence of the target gene is MAADSEPESEVFEITDFTTASEWERFISKVEEVLNDWKLIGPSLGKPLEKGIFTSGTWEERSDEISFADFRFSVTHHYLVQESPDKERKDEELEDAIPQSMQDLLCMNNDFPPRAHCLVRWYGLREFVVIAPAAHSDAVLSESKCNLLLSSISIALGNTGCQVPLFVQIHHKWRRMYMGECQGPGVRTDFEMVHLRKVPSQYTHLSGLLDIFKSKIGCPLTPLPPVSIAIRLTYVLQDWQQYFWPQQPPDIDALVGGEVGGLEFGKLPFGACEDPISELHLATTWPHLTEGIIVDNDVYS.... Result: 0 (no interaction). (3) The protein sequence of the target gene is MKKISLKTLRKSFNLNKSKEETDFMVVQQPSLASDFGKDDSLFGSCYGKDMASCDINGEDEKGGKNRSKSESLMGTLKRRLSAKQKSKGKAGTPSGSSADEDTFSSSSAPIVFKDVRAQRPIRSTSLRSHHYSPAPWPLRPTNSEETCIKMEVRVKALVHSSSPSPALNGVRKDFHDLQSETTCQEQANSLKSSASHNGDLHLHLDEHVPVVIGLMPQDYIQYTVPLDEGMYPLEGSRSYCLDSSSPMEVSAVPPQVGGRAFPEDESQVDQDLVVAPEIFVDQSVNGLLIGTTGVMLQSP.... The miRNA is hsa-miR-4488 with sequence AGGGGGCGGGCUCCGGCG. Result: 0 (no interaction).